This data is from Peptide-MHC class I binding affinity with 185,985 pairs from IEDB/IMGT. The task is: Regression. Given a peptide amino acid sequence and an MHC pseudo amino acid sequence, predict their binding affinity value. This is MHC class I binding data. The peptide sequence is LQTTIHDII. The MHC is HLA-A02:04 with pseudo-sequence YFAMYGEKVAHTHVDTLYVMYHYYTWAVLAYTWY. The binding affinity (normalized) is 0.